Dataset: CYP2D6 inhibition data for predicting drug metabolism from PubChem BioAssay. Task: Regression/Classification. Given a drug SMILES string, predict its absorption, distribution, metabolism, or excretion properties. Task type varies by dataset: regression for continuous measurements (e.g., permeability, clearance, half-life) or binary classification for categorical outcomes (e.g., BBB penetration, CYP inhibition). Dataset: cyp2d6_veith. (1) The drug is O=c1c(-c2ccc(F)cc2)nc2cncnc2n1Cc1ccccc1. The result is 0 (non-inhibitor). (2) The drug is O=c1cnc2cnc(Nc3ccccc3)nc2n1C1CC1. The result is 0 (non-inhibitor).